Dataset: Peptide-MHC class I binding affinity with 185,985 pairs from IEDB/IMGT. Task: Regression. Given a peptide amino acid sequence and an MHC pseudo amino acid sequence, predict their binding affinity value. This is MHC class I binding data. (1) The peptide sequence is FPVRPQVPLR. The MHC is HLA-B27:05 with pseudo-sequence HLA-B27:05. The binding affinity (normalized) is 0. (2) The peptide sequence is RPTPKKMNIV. The MHC is HLA-B35:01 with pseudo-sequence HLA-B35:01. The binding affinity (normalized) is 0.00232. (3) The peptide sequence is KMVGTVQRV. The MHC is HLA-A03:01 with pseudo-sequence HLA-A03:01. The binding affinity (normalized) is 0.0847. (4) The peptide sequence is NMFNISFRF. The MHC is HLA-B15:01 with pseudo-sequence HLA-B15:01. The binding affinity (normalized) is 0.652.